This data is from Full USPTO retrosynthesis dataset with 1.9M reactions from patents (1976-2016). The task is: Predict the reactants needed to synthesize the given product. (1) The reactants are: [CH3:1][O:2][C:3](=[O:13])[C@@H:4]([NH2:12])[CH2:5][CH:6]1[CH2:11][CH2:10][CH2:9][CH2:8][CH2:7]1.C(N(CC)C(C)C)(C)C.C([O:25][C:26](=O)/[CH:27]=[C:28](/[O:31][C:32]1[CH:37]=[C:36]([Cl:38])[CH:35]=[CH:34][C:33]=1[Cl:39])\[CH2:29]Br)C. Given the product [CH3:1][O:2][C:3](=[O:13])[C@@H:4]([N:12]1[CH2:29][C:28]([O:31][C:32]2[CH:37]=[C:36]([Cl:38])[CH:35]=[CH:34][C:33]=2[Cl:39])=[CH:27][C:26]1=[O:25])[CH2:5][CH:6]1[CH2:11][CH2:10][CH2:9][CH2:8][CH2:7]1, predict the reactants needed to synthesize it. (2) Given the product [NH:30]1[C:38]2[C:33](=[CH:34][C:35]([C:13]3[CH:14]=[CH:15][C:16]([O:19][C@H:20]4[CH:27]5[CH2:28][N:23]6[CH2:24][CH:25]([CH2:29][CH:21]4[CH2:22]6)[CH2:26]5)=[N:17][CH:18]=3)=[CH:36][CH:37]=2)[CH:32]=[CH:31]1, predict the reactants needed to synthesize it. The reactants are: C1(C)C=CC(S(O)(=O)=O)=CC=1.Br[C:13]1[CH:14]=[CH:15][C:16]([O:19][C@H:20]2[CH:27]3[CH2:28][N:23]4[CH2:24][CH:25]([CH2:29][CH:21]2[CH2:22]4)[CH2:26]3)=[N:17][CH:18]=1.[NH:30]1[C:38]2[C:33](=[CH:34][C:35](B(O)O)=[CH:36][CH:37]=2)[CH:32]=[CH:31]1.N. (3) The reactants are: [F:1][C:2]1[CH:3]=[N:4][C:5]([C:8]2[CH:13]=[CH:12][C:11]([OH:14])=[CH:10][CH:9]=2)=[N:6][CH:7]=1.[CH2:15]([O:17][C:18]([C:20]1([CH2:35]I)[CH2:24][CH2:23][N:22]([C:25](=[O:34])[C:26]2[CH:31]=[CH:30][CH:29]=[CH:28][C:27]=2[O:32][CH3:33])[CH2:21]1)=[O:19])[CH3:16]. Given the product [CH2:15]([O:17][C:18]([C:20]1([CH2:35][O:14][C:11]2[CH:12]=[CH:13][C:8]([C:5]3[N:4]=[CH:3][C:2]([F:1])=[CH:7][N:6]=3)=[CH:9][CH:10]=2)[CH2:24][CH2:23][N:22]([C:25](=[O:34])[C:26]2[CH:31]=[CH:30][CH:29]=[CH:28][C:27]=2[O:32][CH3:33])[CH2:21]1)=[O:19])[CH3:16], predict the reactants needed to synthesize it.